From a dataset of Forward reaction prediction with 1.9M reactions from USPTO patents (1976-2016). Predict the product of the given reaction. (1) Given the reactants [CH2:1]([N:3]([CH:18]1[CH2:23][CH2:22][N:21]([CH3:24])[CH2:20][CH2:19]1)[C:4]1[C:5]([CH3:17])=[C:6]([CH:10]=[C:11]([C:13]([F:16])([F:15])[F:14])[CH:12]=1)[C:7](O)=[O:8])[CH3:2].Cl.[NH2:26][CH2:27][C:28]1[C:29](=[O:36])[NH:30][C:31]([CH3:35])=[CH:32][C:33]=1[CH3:34].C1CN([P+](ON2N=NC3C=CC=CC2=3)(N2CCCC2)N2CCCC2)CC1.F[P-](F)(F)(F)(F)F.CCN(C(C)C)C(C)C, predict the reaction product. The product is: [CH3:34][C:33]1[CH:32]=[C:31]([CH3:35])[NH:30][C:29](=[O:36])[C:28]=1[CH2:27][NH:26][C:7](=[O:8])[C:6]1[CH:10]=[C:11]([C:13]([F:16])([F:15])[F:14])[CH:12]=[C:4]([N:3]([CH2:1][CH3:2])[CH:18]2[CH2:23][CH2:22][N:21]([CH3:24])[CH2:20][CH2:19]2)[C:5]=1[CH3:17]. (2) Given the reactants Cl.O1CCOCC1.C(OC(=O)[NH:14][C:15]1[CH:20]=[CH:19][C:18]([CH2:21][C:22]2[CH:27]=[C:26]([NH2:28])[N:25]=[CH:24][N:23]=2)=[CH:17][CH:16]=1)(C)(C)C.N, predict the reaction product. The product is: [NH2:14][C:15]1[CH:20]=[CH:19][C:18]([CH2:21][C:22]2[N:23]=[CH:24][N:25]=[C:26]([NH2:28])[CH:27]=2)=[CH:17][CH:16]=1. (3) The product is: [CH2:18]([O:21][CH:22]1[CH2:27][CH2:26][CH:25]([N:1]2[CH2:2][CH2:3][CH:4]([N:7]3[C:12](=[O:13])[CH2:11][O:10][C@H:9]4[CH2:14][CH2:15][CH2:16][CH2:17][C@H:8]34)[CH2:5][CH2:6]2)[CH2:24][CH2:23]1)[CH2:19][CH3:20]. Given the reactants [NH:1]1[CH2:6][CH2:5][CH:4]([N:7]2[C:12](=[O:13])[CH2:11][O:10][C@H:9]3[CH2:14][CH2:15][CH2:16][CH2:17][C@H:8]23)[CH2:3][CH2:2]1.[CH2:18]([O:21][CH:22]1[CH2:27][CH2:26][C:25](=O)[CH2:24][CH2:23]1)[CH2:19][CH3:20], predict the reaction product. (4) Given the reactants [Cl:1][CH2:2][CH2:3][CH2:4][CH2:5][CH2:6][CH2:7][CH2:8][CH3:9].[CH3:10][N:11]1[CH:15]=[CH:14][N:13]=[CH:12]1, predict the reaction product. The product is: [Cl-:1].[CH3:10][N+:11]1[CH:15]=[CH:14][N:13]([CH2:2][CH2:3][CH2:4][CH2:5][CH2:6][CH2:7][CH2:8][CH3:9])[CH:12]=1. (5) Given the reactants [NH2:1][CH:2]1[CH2:7][CH2:6][CH2:5][CH2:4][CH:3]1N.IC1C=C(C=CC=1)N.[O:17]1[CH2:21][CH2:20][NH:19][C:18]1=[O:22].C(=O)([O-])[O-].[K+].[K+], predict the reaction product. The product is: [NH2:1][C:2]1[CH:3]=[C:4]([N:19]2[CH2:20][CH2:21][O:17][C:18]2=[O:22])[CH:5]=[CH:6][CH:7]=1. (6) Given the reactants [NH2:1][C:2]1[S:6][C:5]([C:7]2[CH:12]=[CH:11][C:10]([O:13][CH3:14])=[CH:9][CH:8]=2)=[N:4][C:3]=1[C:15]([NH:17][C@@H:18]([CH:23]1[CH2:28][CH2:27][CH2:26][CH2:25][CH2:24]1)[C:19]([O:21][CH3:22])=[O:20])=[O:16].[Cl:29][C:30]1[CH:35]=[CH:34][CH:33]=[C:32]([Cl:36])[C:31]=1[N:37]=[C:38]=[O:39], predict the reaction product. The product is: [CH:23]1([C@H:18]([NH:17][C:15]([C:3]2[N:4]=[C:5]([C:7]3[CH:12]=[CH:11][C:10]([O:13][CH3:14])=[CH:9][CH:8]=3)[S:6][C:2]=2[NH:1][C:38]([NH:37][C:31]2[C:32]([Cl:36])=[CH:33][CH:34]=[CH:35][C:30]=2[Cl:29])=[O:39])=[O:16])[C:19]([O:21][CH3:22])=[O:20])[CH2:28][CH2:27][CH2:26][CH2:25][CH2:24]1. (7) Given the reactants [N+:1]([O-:4])(O)=[O:2].[CH2:5]1[CH:10]2[O:11][C:12]3[CH:17]=[CH:16][CH:15]=[CH:14][C:13]=3[CH:9]2[CH2:8][CH2:7][N:6]1[C:18](=[O:20])[CH3:19], predict the reaction product. The product is: [N+:1]([C:15]1[CH:16]=[CH:17][C:12]2[O:11][CH:10]3[CH2:5][N:6]([C:18](=[O:20])[CH3:19])[CH2:7][CH2:8][CH:9]3[C:13]=2[CH:14]=1)([O-:4])=[O:2].